Dataset: Forward reaction prediction with 1.9M reactions from USPTO patents (1976-2016). Task: Predict the product of the given reaction. (1) Given the reactants [NH2:1][C:2]1[CH:7]=[CH:6][C:5]([SH:8])=[CH:4][CH:3]=1.Cl.Cl[C:11]1[CH:16]=[CH:15][N:14]=[CH:13][CH:12]=1.C(=O)([O-])[O-].[K+].[K+], predict the reaction product. The product is: [N:14]1[CH:15]=[CH:16][C:11]([S:8][C:5]2[CH:6]=[CH:7][C:2]([NH2:1])=[CH:3][CH:4]=2)=[CH:12][CH:13]=1. (2) Given the reactants [C:1]([O:5][C:6](=[O:15])[CH2:7]/[N:8]=[CH:9]/[CH2:10][C:11]([CH3:14])([CH3:13])[CH3:12])([CH3:4])([CH3:3])[CH3:2].[Cl:16][C:17]1[CH:25]=[C:24]2[C:20](/[C:21](=[CH:27]/[C:28]3[CH:33]=[CH:32][CH:31]=[C:30]([Cl:34])[C:29]=3[F:35])/[C:22](=[O:26])[NH:23]2)=[CH:19][CH:18]=1.C(N(CC)CC)C.N12CCCN=C1CCCCC2, predict the reaction product. The product is: [C:1]([O:5][C:6]([CH:7]1[NH:8][CH:9]([CH2:10][C:11]([CH3:14])([CH3:13])[CH3:12])[C:21]2([C:20]3[C:24](=[CH:25][C:17]([Cl:16])=[CH:18][CH:19]=3)[NH:23][C:22]2=[O:26])[CH:27]1[C:28]1[CH:33]=[CH:32][CH:31]=[C:30]([Cl:34])[C:29]=1[F:35])=[O:15])([CH3:4])([CH3:3])[CH3:2].